Dataset: NCI-60 drug combinations with 297,098 pairs across 59 cell lines. Task: Regression. Given two drug SMILES strings and cell line genomic features, predict the synergy score measuring deviation from expected non-interaction effect. (1) Drug 1: CNC(=O)C1=CC=CC=C1SC2=CC3=C(C=C2)C(=NN3)C=CC4=CC=CC=N4. Drug 2: CC1=C2C(C(=O)C3(C(CC4C(C3C(C(C2(C)C)(CC1OC(=O)C(C(C5=CC=CC=C5)NC(=O)OC(C)(C)C)O)O)OC(=O)C6=CC=CC=C6)(CO4)OC(=O)C)O)C)O. Cell line: SNB-75. Synergy scores: CSS=27.7, Synergy_ZIP=-1.10, Synergy_Bliss=4.35, Synergy_Loewe=3.41, Synergy_HSA=3.49. (2) Cell line: HCT-15. Drug 1: C1C(C(OC1N2C=C(C(=O)NC2=O)F)CO)O. Drug 2: CC=C1C(=O)NC(C(=O)OC2CC(=O)NC(C(=O)NC(CSSCCC=C2)C(=O)N1)C(C)C)C(C)C. Synergy scores: CSS=11.2, Synergy_ZIP=-4.05, Synergy_Bliss=1.07, Synergy_Loewe=-2.55, Synergy_HSA=0.525. (3) Drug 1: CCC1(C2=C(COC1=O)C(=O)N3CC4=CC5=C(C=CC(=C5CN(C)C)O)N=C4C3=C2)O.Cl. Drug 2: C1CCC(C(C1)N)N.C(=O)(C(=O)[O-])[O-].[Pt+4]. Cell line: RPMI-8226. Synergy scores: CSS=45.1, Synergy_ZIP=-0.484, Synergy_Bliss=-0.907, Synergy_Loewe=-5.14, Synergy_HSA=2.48.